This data is from Merck oncology drug combination screen with 23,052 pairs across 39 cell lines. The task is: Regression. Given two drug SMILES strings and cell line genomic features, predict the synergy score measuring deviation from expected non-interaction effect. Drug 1: CCC1(O)CC2CN(CCc3c([nH]c4ccccc34)C(C(=O)OC)(c3cc4c(cc3OC)N(C)C3C(O)(C(=O)OC)C(OC(C)=O)C5(CC)C=CCN6CCC43C65)C2)C1. Drug 2: Cn1cc(-c2cnn3c(N)c(Br)c(C4CCCNC4)nc23)cn1. Cell line: A2058. Synergy scores: synergy=13.5.